From a dataset of Full USPTO retrosynthesis dataset with 1.9M reactions from patents (1976-2016). Predict the reactants needed to synthesize the given product. (1) Given the product [CH3:19][N:20]([CH3:21])[C:16]([C:14]1[O:15][C:11]([C:5]2[CH:4]=[C:3]([CH2:1][CH3:2])[C:8](=[O:9])[NH:7][C:6]=2[CH3:10])=[CH:12][CH:13]=1)=[O:18], predict the reactants needed to synthesize it. The reactants are: [CH2:1]([C:3]1[C:8](=[O:9])[NH:7][C:6]([CH3:10])=[C:5]([C:11]2[O:15][C:14]([C:16]([OH:18])=O)=[CH:13][CH:12]=2)[CH:4]=1)[CH3:2].[CH3:19][NH:20][CH3:21]. (2) Given the product [F:33][C:32]([F:35])([F:34])[S:29]([O:19][C:15]1[C@@:14]2([CH3:20])[CH2:13][CH2:12][C@H:11]3[C@H:10]([C@@H:18]2[CH2:17][CH:16]=1)[CH2:9][CH:8]=[C:7]1[C@:2]3([CH3:1])[CH2:3][CH2:4][C:5](=[O:27])[N:6]1[CH2:21][C:22]([N:24]([CH3:25])[CH3:26])=[O:23])(=[O:30])=[O:28], predict the reactants needed to synthesize it. The reactants are: [CH3:1][C@@:2]12[C@H:11]3[CH2:12][CH2:13][C@@:14]4([CH3:20])[C@H:18]([C@@H:10]3[CH2:9][CH:8]=[C:7]1[N:6]([CH2:21][C:22]([N:24]([CH3:26])[CH3:25])=[O:23])[C:5](=[O:27])[CH2:4][CH2:3]2)[CH2:17][CH2:16][C:15]4=[O:19].[O:28](S(C(F)(F)F)(=O)=O)[S:29]([C:32]([F:35])([F:34])[F:33])(=O)=[O:30].C(N(CC)CC)C.O. (3) Given the product [CH:1]1[CH:10]=[N:9][C:8]2[C:3](=[C:4]([N+:12]([O-:14])=[O:13])[CH:5]=[CH:6][C:7]=2[OH:11])[CH:2]=1.[ClH:15], predict the reactants needed to synthesize it. The reactants are: [CH:1]1[CH:10]=[N:9][C:8]2[C:3](=[C:4]([N+:12]([O-:14])=[O:13])[CH:5]=[CH:6][C:7]=2[OH:11])[CH:2]=1.[ClH:15]. (4) The reactants are: [CH2:1]([O:3][C:4]([C:6]1[CH:7]=[C:8]2[C:13](=[CH:14][CH:15]=1)[NH:12][CH:11]([C:16]1[CH:21]=[CH:20][CH:19]=[C:18]([C:22](OC)=[O:23])[CH:17]=1)[C:10]([CH3:27])([CH3:26])[CH2:9]2)=[O:5])[CH3:2].Cl. Given the product [CH2:1]([O:3][C:4]([C:6]1[CH:7]=[C:8]2[C:13](=[CH:14][CH:15]=1)[NH:12][CH:11]([C:16]1[CH2:17][C:18](=[C:22]=[O:23])[CH:19]=[CH:20][CH:21]=1)[C:10]([CH3:26])([CH3:27])[CH2:9]2)=[O:5])[CH3:2], predict the reactants needed to synthesize it. (5) Given the product [CH2:1]([C:5]1[N:6]([CH2:15][C:16]2[CH:17]=[CH:18][C:19]([C:22]3[C:23]([C:28]#[N:29])=[CH:24][CH:25]=[CH:26][CH:27]=3)=[CH:20][CH:21]=2)[C:7](=[O:14])[C:8]([CH:12]=[O:31])=[C:9]([CH3:11])[N:10]=1)[CH2:2][CH2:3][CH3:4], predict the reactants needed to synthesize it. The reactants are: [CH2:1]([C:5]1[N:6]([CH2:15][C:16]2[CH:21]=[CH:20][C:19]([C:22]3[C:23]([C:28]#[N:29])=[CH:24][CH:25]=[CH:26][CH:27]=3)=[CH:18][CH:17]=2)[C:7](=[O:14])[C:8]([CH:12]=C)=[C:9]([CH3:11])[N:10]=1)[CH2:2][CH2:3][CH3:4].I([O-])(=O)(=O)=[O:31].[Na+].C(#N)C.O. (6) Given the product [CH3:2][C:3]1[N:15]2[CH:10]=[C:9]([CH:8]([S:39][C:29]3[NH:28][CH:32]=[C:31]([C:33]4[CH:34]=[CH:35][CH:36]=[CH:37][CH:38]=4)[N:30]=3)[CH3:18])[N:14]=[C:13]2[CH:12]=[CH:11][CH:5]=1, predict the reactants needed to synthesize it. The reactants are: Cl[CH2:2][C:3]([CH2:5]Cl)=O.F[C:8](F)(F)[C:9]1[N:14]=[C:13]([NH2:15])[CH:12]=[CH:11][CH:10]=1.[CH3:18]CN(C(C)C)C(C)C.C[N:28]1[CH:32]=[C:31]([C:33]2[CH:38]=[CH:37][CH:36]=[CH:35][CH:34]=2)[NH:30][C:29]1=[S:39].